Dataset: Full USPTO retrosynthesis dataset with 1.9M reactions from patents (1976-2016). Task: Predict the reactants needed to synthesize the given product. (1) Given the product [Cl:29][C:26]1[CH:27]=[CH:28][C:23]([S:20]([CH:11]([C:12]2[CH:17]=[C:16]([F:18])[CH:15]=[CH:14][C:13]=2[F:19])[C:8]2[N:9]=[CH:10][C:5]([CH2:4][NH:1][C:39](=[O:45])[O:40][C:41]([CH3:44])([CH3:43])[CH3:42])=[CH:6][CH:7]=2)(=[O:21])=[O:22])=[CH:24][CH:25]=1, predict the reactants needed to synthesize it. The reactants are: [N:1]([CH2:4][C:5]1[CH:6]=[CH:7][C:8]([CH:11]([S:20]([C:23]2[CH:28]=[CH:27][C:26]([Cl:29])=[CH:25][CH:24]=2)(=[O:22])=[O:21])[C:12]2[CH:17]=[C:16]([F:18])[CH:15]=[CH:14][C:13]=2[F:19])=[N:9][CH:10]=1)=[N+]=[N-].[H][H].C(N(CC)CC)C.[C:39](=O)([O:45]C(C)(C)C)[O:40][C:41]([CH3:44])([CH3:43])[CH3:42]. (2) Given the product [F:7][C:8]1[CH:13]=[CH:12][CH:11]=[CH:10][C:9]=1[N:14]1[C:16]([OH:23])=[CH:17][C:18]([C:20]([OH:22])=[O:21])=[N:15]1, predict the reactants needed to synthesize it. The reactants are: S(=O)(=O)(O)O.Cl.[F:7][C:8]1[CH:13]=[CH:12][CH:11]=[CH:10][C:9]=1[NH:14][NH2:15].[C:16](O)(=[O:23])[CH2:17][C:18]([C:20]([OH:22])=[O:21])=O. (3) Given the product [NH2:1][C:4]1[CH:9]=[CH:8][CH:7]=[CH:6][C:5]=1[C:10]([C:12]1[S:13][CH:14]=[CH:15][N:16]=1)=[O:11], predict the reactants needed to synthesize it. The reactants are: [N+:1]([C:4]1[CH:9]=[CH:8][CH:7]=[CH:6][C:5]=1[C:10]([C:12]1[S:13][CH:14]=[CH:15][N:16]=1)=[O:11])([O-])=O.[Cl-].[NH4+]. (4) Given the product [C:12]([C:5]1[C:6]2[C:7](=[N:8][CH:9]=[CH:10][CH:11]=2)[N:3]([C:19]([O:18][C:14]([CH3:17])([CH3:16])[CH3:15])=[O:20])[CH:4]=1)#[N:13], predict the reactants needed to synthesize it. The reactants are: [H-].[Na+].[NH:3]1[C:7]2=[N:8][CH:9]=[CH:10][CH:11]=[C:6]2[C:5]([C:12]#[N:13])=[CH:4]1.[C:14]([O:18][C:19](O[C:19]([O:18][C:14]([CH3:17])([CH3:16])[CH3:15])=[O:20])=[O:20])([CH3:17])([CH3:16])[CH3:15]. (5) Given the product [O:25]1[CH2:26][CH2:27][N:22]([C:2]2[C:3]([O:8][CH:9]3[CH2:14][CH2:13][N:12]([C:15]([O:17][C:18]([CH3:21])([CH3:20])[CH3:19])=[O:16])[CH2:11][CH2:10]3)=[N:4][CH:5]=[CH:6][CH:7]=2)[CH2:23][CH2:24]1, predict the reactants needed to synthesize it. The reactants are: Br[C:2]1[C:3]([O:8][CH:9]2[CH2:14][CH2:13][N:12]([C:15]([O:17][C:18]([CH3:21])([CH3:20])[CH3:19])=[O:16])[CH2:11][CH2:10]2)=[N:4][CH:5]=[CH:6][CH:7]=1.[NH:22]1[CH2:27][CH2:26][O:25][CH2:24][CH2:23]1.CC(C)([O-])C.[Na+].